From a dataset of Reaction yield outcomes from USPTO patents with 853,638 reactions. Predict the reaction yield, written as a fraction of the theoretical maximum amount of product (1.0 means a 100% yield; for example, 0.34 means a 34% yield). The reactants are [C:1]([C:3]1[CH:8]=[CH:7][CH:6]=[CH:5][C:4]=1[C:9]1[CH:14]=[CH:13][C:12]([CH2:15][C:16]2[C:17](=[O:42])[N:18]([C@H:28]3[CH2:33][CH2:32][C@H:31]([O:34][CH2:35][C:36](N(OC)C)=[O:37])[CH2:30][CH2:29]3)[C:19]3[N:20]([N:25]=[CH:26][CH:27]=3)[C:21]=2[CH2:22][CH2:23][CH3:24])=[CH:11][CH:10]=1)#[N:2].[CH3:43][Mg]Br.C(OCC)(=O)C.[Cl-].[NH4+]. The catalyst is O1CCCC1. The product is [OH:37][CH:36]([CH3:43])[CH2:35][O:34][C@H:31]1[CH2:32][CH2:33][C@H:28]([N:18]2[C:17](=[O:42])[C:16]([CH2:15][C:12]3[CH:13]=[CH:14][C:9]([C:4]4[C:3]([C:1]#[N:2])=[CH:8][CH:7]=[CH:6][CH:5]=4)=[CH:10][CH:11]=3)=[C:21]([CH2:22][CH2:23][CH3:24])[N:20]3[N:25]=[CH:26][CH:27]=[C:19]23)[CH2:29][CH2:30]1. The yield is 0.950.